This data is from Catalyst prediction with 721,799 reactions and 888 catalyst types from USPTO. The task is: Predict which catalyst facilitates the given reaction. Reactant: [Cl:1][C:2]1[CH:7]=[CH:6][C:5]([CH3:8])=[N+:4]([O-])[C:3]=1[C:10]#[N:11].C[Si](C#N)(C)C.CN(C)C(Cl)=O.[Cl-].[Na+]. Product: [Cl:1][C:2]1[C:3]([C:10]#[N:11])=[N:4][C:5]([CH3:8])=[CH:6][CH:7]=1. The catalyst class is: 4.